This data is from NCI-60 drug combinations with 297,098 pairs across 59 cell lines. The task is: Regression. Given two drug SMILES strings and cell line genomic features, predict the synergy score measuring deviation from expected non-interaction effect. (1) Drug 1: CN(C(=O)NC(C=O)C(C(C(CO)O)O)O)N=O. Drug 2: CC1C(C(CC(O1)OC2CC(CC3=C2C(=C4C(=C3O)C(=O)C5=C(C4=O)C(=CC=C5)OC)O)(C(=O)CO)O)N)O.Cl. Cell line: MDA-MB-231. Synergy scores: CSS=27.3, Synergy_ZIP=-5.73, Synergy_Bliss=-10.1, Synergy_Loewe=-13.9, Synergy_HSA=-7.23. (2) Drug 1: CC1=C(N=C(N=C1N)C(CC(=O)N)NCC(C(=O)N)N)C(=O)NC(C(C2=CN=CN2)OC3C(C(C(C(O3)CO)O)O)OC4C(C(C(C(O4)CO)O)OC(=O)N)O)C(=O)NC(C)C(C(C)C(=O)NC(C(C)O)C(=O)NCCC5=NC(=CS5)C6=NC(=CS6)C(=O)NCCC[S+](C)C)O. Drug 2: N.N.Cl[Pt+2]Cl. Cell line: EKVX. Synergy scores: CSS=9.51, Synergy_ZIP=0.946, Synergy_Bliss=8.05, Synergy_Loewe=0.668, Synergy_HSA=2.66. (3) Drug 1: CN1CCC(CC1)COC2=C(C=C3C(=C2)N=CN=C3NC4=C(C=C(C=C4)Br)F)OC. Drug 2: COCCOC1=C(C=C2C(=C1)C(=NC=N2)NC3=CC=CC(=C3)C#C)OCCOC.Cl. Cell line: HL-60(TB). Synergy scores: CSS=3.87, Synergy_ZIP=16.7, Synergy_Bliss=18.0, Synergy_Loewe=11.1, Synergy_HSA=10.6. (4) Drug 1: C1CC2CC3=C(CC1C24CN(S(=O)(=O)N4)CC(F)(F)F)C=CC(=C3)C=CCN5CCC(CC5)C(F)(F)F. Drug 2: CC1=C(C(=O)C2=C(C1=O)N3CC4C(C3(C2COC(=O)N)OC)N4)N. Cell line: SW-620. Synergy scores: CSS=59.0, Synergy_ZIP=6.79, Synergy_Bliss=5.77, Synergy_Loewe=-21.5, Synergy_HSA=7.01. (5) Drug 1: CS(=O)(=O)CCNCC1=CC=C(O1)C2=CC3=C(C=C2)N=CN=C3NC4=CC(=C(C=C4)OCC5=CC(=CC=C5)F)Cl. Drug 2: CN(CC1=CN=C2C(=N1)C(=NC(=N2)N)N)C3=CC=C(C=C3)C(=O)NC(CCC(=O)O)C(=O)O. Cell line: UACC-257. Synergy scores: CSS=22.3, Synergy_ZIP=1.32, Synergy_Bliss=1.79, Synergy_Loewe=-51.2, Synergy_HSA=-1.75. (6) Drug 1: C1CC(C1)(C(=O)O)C(=O)O.[NH2-].[NH2-].[Pt+2]. Drug 2: CC1CCC2CC(C(=CC=CC=CC(CC(C(=O)C(C(C(=CC(C(=O)CC(OC(=O)C3CCCCN3C(=O)C(=O)C1(O2)O)C(C)CC4CCC(C(C4)OC)OP(=O)(C)C)C)C)O)OC)C)C)C)OC. Cell line: SK-OV-3. Synergy scores: CSS=34.1, Synergy_ZIP=6.16, Synergy_Bliss=7.19, Synergy_Loewe=7.91, Synergy_HSA=9.39. (7) Drug 1: C1CCC(C1)C(CC#N)N2C=C(C=N2)C3=C4C=CNC4=NC=N3. Drug 2: C1CNP(=O)(OC1)N(CCCl)CCCl. Cell line: HOP-62. Synergy scores: CSS=-0.808, Synergy_ZIP=-0.160, Synergy_Bliss=-2.68, Synergy_Loewe=-4.25, Synergy_HSA=-4.61.